From a dataset of Forward reaction prediction with 1.9M reactions from USPTO patents (1976-2016). Predict the product of the given reaction. (1) Given the reactants C[O:2][C:3](=[O:18])[CH:4]=[CH:5][C:6]1[CH:11]=[CH:10][C:9]([C:12]2[CH:17]=[CH:16][CH:15]=[CH:14][CH:13]=2)=[CH:8][CH:7]=1.[OH-].[K+], predict the reaction product. The product is: [C:9]1([C:12]2[CH:13]=[CH:14][CH:15]=[CH:16][CH:17]=2)[CH:10]=[CH:11][C:6]([CH:5]=[CH:4][C:3]([OH:18])=[O:2])=[CH:7][CH:8]=1. (2) Given the reactants [Br:1][C:2]1[CH:7]=[CH:6][C:5]([C:8]2[NH:9][CH:10]=[C:11]([CH3:13])[N:12]=2)=[CH:4][CH:3]=1.CS(O[CH2:19][CH:20]1[CH2:24][CH2:23][N:22]([C:25]([O:27][C:28]([CH3:31])([CH3:30])[CH3:29])=[O:26])[CH2:21]1)(=O)=O.[H-].[Na+], predict the reaction product. The product is: [Br:1][C:2]1[CH:3]=[CH:4][C:5]([C:8]2[N:12]([CH2:19][CH:20]3[CH2:24][CH2:23][N:22]([C:25]([O:27][C:28]([CH3:29])([CH3:31])[CH3:30])=[O:26])[CH2:21]3)[C:11]([CH3:13])=[CH:10][N:9]=2)=[CH:6][CH:7]=1.